Dataset: Reaction yield outcomes from USPTO patents with 853,638 reactions. Task: Predict the reaction yield, written as a fraction of the theoretical maximum amount of product (1.0 means a 100% yield; for example, 0.34 means a 34% yield). (1) The reactants are O[CH:2]1[C:11]2[C:6](=[CH:7][CH:8]=[C:9]([N:12]3[C:17](=[O:18])[C:16]([CH2:19][C:20]4[CH:25]=[CH:24][C:23]([C:26]5[CH:31]=[CH:30][CH:29]=[CH:28][C:27]=5[C:32]5[NH:36][C:35](=[O:37])[O:34][N:33]=5)=[CH:22][CH:21]=4)=[C:15]([CH2:38][CH2:39][CH3:40])[N:14]=[C:13]3[CH3:41])[CH:10]=2)[O:5][C:4]([CH3:43])([CH3:42])[CH2:3]1.Cl. The catalyst is C(#N)C.C(OCC)(=O)C. The product is [CH3:42][C:4]1([CH3:43])[CH2:3][CH:2]([NH:12][C:17](=[O:18])[CH3:16])[C:11]2[C:6](=[CH:7][CH:8]=[C:9]([N:12]3[C:17](=[O:18])[C:16]([CH2:19][C:20]4[CH:25]=[CH:24][C:23]([C:26]5[CH:31]=[CH:30][CH:29]=[CH:28][C:27]=5[C:32]5[NH:36][C:35](=[O:37])[O:34][N:33]=5)=[CH:22][CH:21]=4)=[C:15]([CH2:38][CH2:39][CH3:40])[N:14]=[C:13]3[CH3:41])[CH:10]=2)[O:5]1. The yield is 0.760. (2) The reactants are [CH2:1]([O:3][C:4]([CH2:6][CH:7]([CH2:11][CH:12]([CH3:14])[CH3:13])[C:8]([OH:10])=O)=[O:5])[CH3:2].[CH3:15][C:16]1[NH:17][C:18]2[C:23]([C:24]=1[CH3:25])=[CH:22][C:21]([CH2:26][NH2:27])=[CH:20][CH:19]=2.C1C=CC2N(O)N=NC=2C=1.C(Cl)CCl.CN1CCOCC1. No catalyst specified. The product is [CH3:15][C:16]1[NH:17][C:18]2[C:23]([C:24]=1[CH3:25])=[CH:22][C:21]([CH2:26][NH:27][C:8]([CH:7]([CH2:11][CH:12]([CH3:14])[CH3:13])[CH2:6][C:4]([O:3][CH2:1][CH3:2])=[O:5])=[O:10])=[CH:20][CH:19]=2. The yield is 0.330. (3) The reactants are Cl[C:2]1[N:7]=[C:6]([NH:8][CH2:9][C:10]2[CH:15]=[CH:14][C:13]([F:16])=[CH:12][CH:11]=2)[CH:5]=[N:4][CH:3]=1.[N:17]1[C:21]2[CH:22]=[CH:23][CH:24]=[CH:25][C:20]=2[NH:19][CH:18]=1. No catalyst specified. The product is [N:17]1([C:2]2[N:7]=[C:6]([NH:8][CH2:9][C:10]3[CH:15]=[CH:14][C:13]([F:16])=[CH:12][CH:11]=3)[CH:5]=[N:4][CH:3]=2)[C:21]2[CH:22]=[CH:23][CH:24]=[CH:25][C:20]=2[N:19]=[CH:18]1. The yield is 0.530. (4) The reactants are [CH2:1]([N:3]1[C:9](=[O:10])[C:8]2[CH:11]=[CH:12][CH:13]=[CH:14][C:7]=2[S:6](=[O:15])[C:5]2[CH:16]=[CH:17][C:18]([C:20]([OH:22])=O)=[CH:19][C:4]1=2)[CH3:2].CN(C(ON1N=NC2C=CC=NC1=2)=[N+](C)C)C.F[P-](F)(F)(F)(F)F.CCN(C(C)C)C(C)C.[Br:56][C:57]1[CH:62]=[CH:61][C:60]([C@H:63]([NH2:65])[CH3:64])=[CH:59][CH:58]=1.Cl. The catalyst is CN(C=O)C. The product is [Br:56][C:57]1[CH:62]=[CH:61][C:60]([CH:63]([NH:65][C:20]([C:18]2[CH:17]=[CH:16][C:5]3[S@:6](=[O:15])[C:7]4[CH:14]=[CH:13][CH:12]=[CH:11][C:8]=4[C:9](=[O:10])[N:3]([CH2:1][CH3:2])[C:4]=3[CH:19]=2)=[O:22])[CH3:64])=[CH:59][CH:58]=1. The yield is 0.890.